From a dataset of Full USPTO retrosynthesis dataset with 1.9M reactions from patents (1976-2016). Predict the reactants needed to synthesize the given product. Given the product [CH3:23][O:24][C:25]1[CH:26]=[C:27]([CH:28]=[CH:29][C:30]=1[CH3:31])[CH:32]=[O:33], predict the reactants needed to synthesize it. The reactants are: CC(OI1(OC(C)=O)(OC(C)=O)OC(=O)C2C=CC=CC1=2)=O.[CH3:23][O:24][C:25]1[CH:26]=[C:27]([CH2:32][OH:33])[CH:28]=[CH:29][C:30]=1[CH3:31].